From a dataset of Peptide-MHC class I binding affinity with 185,985 pairs from IEDB/IMGT. Regression. Given a peptide amino acid sequence and an MHC pseudo amino acid sequence, predict their binding affinity value. This is MHC class I binding data. (1) The peptide sequence is AQGYKVLVL. The MHC is HLA-B51:01 with pseudo-sequence HLA-B51:01. The binding affinity (normalized) is 0. (2) The MHC is HLA-A68:02 with pseudo-sequence HLA-A68:02. The binding affinity (normalized) is 0.0847. The peptide sequence is LPPVVPPLI. (3) The peptide sequence is MLLTFLTSL. The MHC is HLA-A02:03 with pseudo-sequence HLA-A02:03. The binding affinity (normalized) is 0.854. (4) The peptide sequence is AALFMYYAK. The MHC is HLA-A33:01 with pseudo-sequence HLA-A33:01. The binding affinity (normalized) is 0.0252. (5) The peptide sequence is LSPMEIYGL. The MHC is H-2-Db with pseudo-sequence H-2-Db. The binding affinity (normalized) is 0. (6) The peptide sequence is KTFSAHNLF. The MHC is HLA-B15:01 with pseudo-sequence HLA-B15:01. The binding affinity (normalized) is 0.582. (7) The peptide sequence is YVADALAAF. The MHC is Mamu-A11 with pseudo-sequence Mamu-A11. The binding affinity (normalized) is 0.169. (8) The peptide sequence is MSAIVSCRY. The MHC is HLA-A01:01 with pseudo-sequence HLA-A01:01. The binding affinity (normalized) is 0.872. (9) The peptide sequence is YQAVVPLVY. The MHC is HLA-A30:01 with pseudo-sequence HLA-A30:01. The binding affinity (normalized) is 0. (10) The peptide sequence is SRPLVSFSF. The MHC is BoLA-AW10 with pseudo-sequence BoLA-AW10. The binding affinity (normalized) is 0.0641.